This data is from Reaction yield outcomes from USPTO patents with 853,638 reactions. The task is: Predict the reaction yield, written as a fraction of the theoretical maximum amount of product (1.0 means a 100% yield; for example, 0.34 means a 34% yield). (1) The product is [CH3:9][O:8][C:6](=[O:7])[C:5]1[CH:10]=[CH:11][C:2]([CH:1]=[CH:17][N:18]([CH3:20])[CH3:19])=[C:3]([N+:12]([O-:14])=[O:13])[CH:4]=1. The yield is 0.800. The reactants are [CH3:1][C:2]1[CH:11]=[CH:10][C:5]([C:6]([O:8][CH3:9])=[O:7])=[CH:4][C:3]=1[N+:12]([O-:14])=[O:13].CO[CH:17](OC)[N:18]([CH3:20])[CH3:19]. The catalyst is CN(C=O)C. (2) The reactants are [C:1]([C:3]1[N:8]=[CH:7][C:6]([CH2:9][O:10][C:11]2[CH:16]=[CH:15][C:14]([C:17]3[N:22]4[N:23]=[C:24]([NH:26][C:27]([CH:29]5[CH2:31][CH2:30]5)=[O:28])[N:25]=[C:21]4[CH:20]=[CH:19][CH:18]=3)=[CH:13][CH:12]=2)=[CH:5][CH:4]=1)#[N:2].[N-:32]=[N+:33]=[N-:34].[Na+].[Cl-].[NH4+]. The catalyst is C(OCC)(=O)C. The product is [N:2]1[NH:32][N:33]=[N:34][C:1]=1[C:3]1[N:8]=[CH:7][C:6]([CH2:9][O:10][C:11]2[CH:12]=[CH:13][C:14]([C:17]3[N:22]4[N:23]=[C:24]([NH:26][C:27]([CH:29]5[CH2:30][CH2:31]5)=[O:28])[N:25]=[C:21]4[CH:20]=[CH:19][CH:18]=3)=[CH:15][CH:16]=2)=[CH:5][CH:4]=1. The yield is 0.0600. (3) The reactants are [CH2:1]([N:3]([CH2:20][CH3:21])[C:4]([C:6]1[CH:15]=[C:14]([O:16][CH3:17])[C:13]2[C:8](=[CH:9][CH:10]=[CH:11][CH:12]=2)[C:7]=1OC)=[O:5])[CH3:2].[SiH](CC)(CC)CC. The catalyst is C1(C)C=CC=CC=1. The product is [CH2:20]([N:3]([CH2:1][CH3:2])[C:4]([C:6]1[CH:15]=[C:14]([O:16][CH3:17])[C:13]2[C:8](=[CH:9][CH:10]=[CH:11][CH:12]=2)[CH:7]=1)=[O:5])[CH3:21]. The yield is 0.930. (4) The reactants are [C:1]([C:5]1[N:10]=[C:9]([C:11]2[CH:16]=[CH:15][CH:14]=[CH:13][CH:12]=2)[C:8](C(O)=O)=[CH:7][N:6]=1)([CH3:4])([CH3:3])[CH3:2].C1C=CC(P(N=[N+]=[N-])(C2C=CC=CC=2)=[O:27])=CC=1.CC[N:39]([CH2:42]C)CC.[CH3:44][C:45]([OH:48])([CH3:47])[CH3:46]. The catalyst is CCOC(C)=O.O. The product is [C:1]([C:5]1[N:10]=[C:9]([C:11]2[CH:12]=[CH:13][CH:14]=[CH:15][CH:16]=2)[C:8]([NH:39][C:42](=[O:27])[O:48][C:45]([CH3:47])([CH3:46])[CH3:44])=[CH:7][N:6]=1)([CH3:2])([CH3:3])[CH3:4]. The yield is 0.850. (5) The reactants are [C:1]1([CH2:13][CH2:14][NH2:15])[CH:2]=[N:3][N:4]2[CH:9]=[CH:8][C:7]3[O:10][CH2:11][CH2:12][C:6]=3[C:5]=12.C(N(CC)CC)C.[C:23](OC(=O)C)(=[O:25])[CH3:24].C(=O)([O-])O.[Na+]. The catalyst is O1CCCC1. The product is [C:1]1([CH2:13][CH2:14][NH:15][C:23](=[O:25])[CH3:24])[CH:2]=[N:3][N:4]2[CH:9]=[CH:8][C:7]3[O:10][CH2:11][CH2:12][C:6]=3[C:5]=12. The yield is 0.470. (6) The reactants are Br[C:2]1[C:7]([C:8]([F:11])([F:10])[F:9])=[CH:6][C:5]([NH:12][C:13]2[N:17]=[C:16]([NH2:18])[NH:15][N:14]=2)=[CH:4][C:3]=1[Cl:19].CN1C(C)(C)CC(SC2C=CC(B3OC(C)(C)C(C)(C)O3)=CC=2)CC1(C)C.[N:47]1([S:52]([C:55]2[CH:56]=[C:57](B(O)O)[CH:58]=[CH:59][CH:60]=2)(=[O:54])=[O:53])[CH2:51][CH2:50][CH2:49][CH2:48]1.C([O-])([O-])=O.[K+].[K+]. The catalyst is COCCOC.O1CCOCC1.CO.C1C=CC([P]([Pd]([P](C2C=CC=CC=2)(C2C=CC=CC=2)C2C=CC=CC=2)([P](C2C=CC=CC=2)(C2C=CC=CC=2)C2C=CC=CC=2)[P](C2C=CC=CC=2)(C2C=CC=CC=2)C2C=CC=CC=2)(C2C=CC=CC=2)C2C=CC=CC=2)=CC=1. The product is [Cl:19][C:3]1[CH:4]=[C:5]([NH:12][C:13]2[N:17]=[C:16]([NH2:18])[NH:15][N:14]=2)[CH:6]=[C:7]([C:8]([F:11])([F:10])[F:9])[C:2]=1[C:59]1[CH:58]=[CH:57][CH:56]=[C:55]([S:52]([N:47]2[CH2:51][CH2:50][CH2:49][CH2:48]2)(=[O:53])=[O:54])[CH:60]=1. The yield is 0.220.